Dataset: Forward reaction prediction with 1.9M reactions from USPTO patents (1976-2016). Task: Predict the product of the given reaction. Given the reactants F[C:2]1[CH:3]=[C:4]([CH2:9][C@H:10]([NH:14][C:15](=[O:24])OCC2C=CC=CC=2)[C@H:11]2[CH2:13][O:12]2)[CH:5]=[C:6](F)[CH:7]=1.[CH3:25][O:26][C:27]1[CH:36]=[C:35]2[C:30](CCC[CH:34]2[NH2:37])=[CH:29][CH:28]=1.C(N(CCC)C([C:44]1[CH:45]=[C:46]([CH:50]=[C:51](CC)[CH:52]=1)[C:47]([OH:49])=O)=O)CC, predict the reaction product. The product is: [CH2:9]([C@H:10]([NH:14][C:15](=[O:24])[C:2]1[CH:3]=[CH:4][C:5]([O:49][CH2:47][C:46]2[CH:45]=[CH:44][CH:52]=[CH:51][CH:50]=2)=[CH:6][CH:7]=1)[C@H:11]([OH:12])[CH2:13][NH:37][CH2:34][C:35]1[CH:30]=[CH:29][CH:28]=[C:27]([O:26][CH3:25])[CH:36]=1)[C:4]1[CH:3]=[CH:2][CH:7]=[CH:6][CH:5]=1.